From a dataset of Full USPTO retrosynthesis dataset with 1.9M reactions from patents (1976-2016). Predict the reactants needed to synthesize the given product. Given the product [CH:16]([C:2]1[CH:7]=[CH:6][C:5]([C@@H:8]([NH:10][C:11]([CH:13]2[CH2:15][CH2:14]2)=[O:12])[CH3:9])=[CH:4][CH:3]=1)=[O:18], predict the reactants needed to synthesize it. The reactants are: Br[C:2]1[CH:7]=[CH:6][C:5]([C@@H:8]([NH:10][C:11]([CH:13]2[CH2:15][CH2:14]2)=[O:12])[CH3:9])=[CH:4][CH:3]=1.[C:16]([O-])(=[O:18])C.[Na+].